This data is from Peptide-MHC class II binding affinity with 134,281 pairs from IEDB. The task is: Regression. Given a peptide amino acid sequence and an MHC pseudo amino acid sequence, predict their binding affinity value. This is MHC class II binding data. (1) The peptide sequence is SVGSLGRYKDEKDVT. The MHC is DRB1_1201 with pseudo-sequence DRB1_1201. The binding affinity (normalized) is 0.257. (2) The peptide sequence is SVAGRVDGLELKKLG. The MHC is HLA-DQA10303-DQB10402 with pseudo-sequence HLA-DQA10303-DQB10402. The binding affinity (normalized) is 0.357. (3) The peptide sequence is LMDVVYSIALHPIDE. The MHC is DRB4_0101 with pseudo-sequence DRB4_0103. The binding affinity (normalized) is 0.490. (4) The peptide sequence is AFILDGDNLFPKH. The MHC is HLA-DQA10501-DQB10201 with pseudo-sequence HLA-DQA10501-DQB10201. The binding affinity (normalized) is 0.498. (5) The peptide sequence is NKKYFAATQFEPLAA. The MHC is DRB1_0101 with pseudo-sequence DRB1_0101. The binding affinity (normalized) is 0.597. (6) The peptide sequence is GSDPKKLVLDIKYTR. The MHC is DRB5_0101 with pseudo-sequence DRB5_0101. The binding affinity (normalized) is 0.508.